This data is from Forward reaction prediction with 1.9M reactions from USPTO patents (1976-2016). The task is: Predict the product of the given reaction. (1) Given the reactants [NH:1]1[CH:5]=[C:4]([B:6]2[O:14][C:11]([CH3:13])([CH3:12])[C:8]([CH3:10])([CH3:9])[O:7]2)[CH:3]=[N:2]1.[F:15][CH2:16][CH:17](O)[CH2:18][F:19].C1(P(C2C=CC=CC=2)C2C=CC=CC=2)C=CC=CC=1.N(C(OC(C)C)=O)=NC(OC(C)C)=O, predict the reaction product. The product is: [F:15][CH2:16][CH:17]([N:2]1[CH:3]=[C:4]([B:6]2[O:7][C:8]([CH3:9])([CH3:10])[C:11]([CH3:13])([CH3:12])[O:14]2)[CH:5]=[N:1]1)[CH2:18][F:19]. (2) Given the reactants [Br:1][C:2]1[C:3]([C:9]([F:12])([F:11])[F:10])=[N:4][N:5]([CH2:7]O)[CH:6]=1.S(Cl)([Cl:15])=O, predict the reaction product. The product is: [Br:1][C:2]1[C:3]([C:9]([F:12])([F:11])[F:10])=[N:4][N:5]([CH2:7][Cl:15])[CH:6]=1.